Task: Predict the product of the given reaction.. Dataset: Forward reaction prediction with 1.9M reactions from USPTO patents (1976-2016) Given the reactants [CH2:1]1[CH:12]2[CH:4]([NH:5][C:6]3[C:7]([C:13]([NH:15][C@H:16]([CH3:20])[C:17](O)=[O:18])=[O:14])=[CH:8][CH:9]=[CH:10][C:11]=32)[CH2:3][CH2:2]1, predict the reaction product. The product is: [CH3:20][C@H:16]1[NH:15][C:13](=[O:14])[C:7]2=[C:6]3[C:11](=[CH:10][CH:9]=[CH:8]2)[CH:12]2[CH2:1][CH2:2][CH2:3][CH:4]2[N:5]3[C:17]1=[O:18].